From a dataset of Reaction yield outcomes from USPTO patents with 853,638 reactions. Predict the reaction yield, written as a fraction of the theoretical maximum amount of product (1.0 means a 100% yield; for example, 0.34 means a 34% yield). (1) The reactants are [CH2:1]([CH:8]([C:12](=[O:14])[CH3:13])[C:9](=[O:11])[CH3:10])[C:2]1[CH:7]=[CH:6][CH:5]=[CH:4][CH:3]=1.[CH:15](=O)[C:16]1[CH:21]=[CH:20][CH:19]=[CH:18][CH:17]=1.B(OCCCC)(OCCCC)O[CH2:25][CH2:26][CH2:27]C.[CH2:39](N)[CH2:40][CH2:41][CH3:42].Cl. The catalyst is C(OCC)(=O)C. The product is [CH2:1]([CH:8]([C:9](=[O:11])[CH:10]=[CH:42][C:41]1[CH:27]=[CH:26][CH:25]=[CH:39][CH:40]=1)[C:12](=[O:14])[CH:13]=[CH:15][C:16]1[CH:21]=[CH:20][CH:19]=[CH:18][CH:17]=1)[C:2]1[CH:7]=[CH:6][CH:5]=[CH:4][CH:3]=1. The yield is 0.630. (2) The reactants are [CH3:1][C:2]1([CH3:11])[O:6][C@@H:5]([CH:7]=O)[C:4]([CH3:10])([CH3:9])[O:3]1.[OH2:12].Cl.[NH2:14]O.C([O-])([O-])=O.[Na+].[Na+]. The catalyst is CO. The product is [CH3:1][C:2]1([CH3:11])[O:6][C@@H:5]([CH:7]=[N:14][OH:12])[C:4]([CH3:10])([CH3:9])[O:3]1. The yield is 0.740. (3) The reactants are [N:1]1[CH:6]=[CH:5][CH:4]=[C:3]([CH2:7][OH:8])[CH:2]=1.[H-].[Na+].[Br:11][C:12]1[CH:19]=[CH:18][C:15]([CH2:16]Br)=[CH:14][CH:13]=1. The catalyst is O1CCCC1. The product is [Br:11][C:12]1[CH:19]=[CH:18][C:15]([CH2:16][O:8][CH2:7][C:3]2[CH:2]=[N:1][CH:6]=[CH:5][CH:4]=2)=[CH:14][CH:13]=1. The yield is 0.720. (4) The reactants are [O:1]=[C:2]1[NH:6][CH2:5][C:4]2([CH2:10][CH2:9][C@@H:8]([C:11]([O:13]CC3C=CC=CC=3)=[O:12])[CH2:7]2)[O:3]1. The catalyst is CO.[Pd]. The product is [O:1]=[C:2]1[NH:6][CH2:5][C:4]2([CH2:10][CH2:9][C@@H:8]([C:11]([OH:13])=[O:12])[CH2:7]2)[O:3]1. The yield is 0.970.